Dataset: Reaction yield outcomes from USPTO patents with 853,638 reactions. Task: Predict the reaction yield, written as a fraction of the theoretical maximum amount of product (1.0 means a 100% yield; for example, 0.34 means a 34% yield). The reactants are [F:1][C:2]1[CH:28]=[CH:27][C:5]([CH2:6][CH2:7][NH:8][C:9](=O)[C:10]2[CH:15]=[CH:14][CH:13]=[C:12]([CH2:16][S:17][CH2:18][CH2:19][C:20]3[CH:25]=[CH:24][CH:23]=[CH:22][CH:21]=3)[CH:11]=2)=[CH:4][CH:3]=1.B.C1COCC1.CO.C(O)(C(F)(F)F)=O. The catalyst is C1COCC1. The product is [F:1][C:2]1[CH:28]=[CH:27][C:5]([CH2:6][CH2:7][NH:8][CH2:9][C:10]2[CH:15]=[CH:14][CH:13]=[C:12]([CH2:16][S:17][CH2:18][CH2:19][C:20]3[CH:21]=[CH:22][CH:23]=[CH:24][CH:25]=3)[CH:11]=2)=[CH:4][CH:3]=1. The yield is 0.580.